This data is from Forward reaction prediction with 1.9M reactions from USPTO patents (1976-2016). The task is: Predict the product of the given reaction. (1) Given the reactants Cl[C:2]1[CH:7]=[C:6]([Cl:8])[N:5]=[CH:4][N:3]=1.[CH3:9][C:10]1[C:15](B2OC(C)(C)C(C)(C)O2)=[CH:14][CH:13]=[CH:12][N:11]=1.C([O-])(=O)C.[K+].C(=O)([O-])[O-].[Na+].[Na+], predict the reaction product. The product is: [Cl:8][C:6]1[CH:7]=[C:2]([C:15]2[C:10]([CH3:9])=[N:11][CH:12]=[CH:13][CH:14]=2)[N:3]=[CH:4][N:5]=1. (2) Given the reactants C1(P(C2C=CC=CC=2)C2C=CC=CC=2)C=CC=CC=1.BrN1C(=O)CCC1=O.[CH:28]1([CH2:33][CH:34]([C:38]2[CH:43]=[CH:42][C:41]([F:44])=[C:40]([C:45]([F:48])([F:47])[F:46])[CH:39]=2)[C:35]([OH:37])=O)[CH2:32][CH2:31][CH2:30][CH2:29]1.[NH2:49][C:50]1[CH:55]=[CH:54][C:53]([N+:56]([O-:58])=[O:57])=[CH:52][N:51]=1.N1C=CC=CC=1, predict the reaction product. The product is: [CH:28]1([CH2:33][CH:34]([C:38]2[CH:43]=[CH:42][C:41]([F:44])=[C:40]([C:45]([F:48])([F:47])[F:46])[CH:39]=2)[C:35]([NH:49][C:50]2[CH:55]=[CH:54][C:53]([N+:56]([O-:58])=[O:57])=[CH:52][N:51]=2)=[O:37])[CH2:29][CH2:30][CH2:31][CH2:32]1. (3) The product is: [CH3:40][O:39][C:37]([C:35]1[O:36][C:32]([CH2:31][N:19]2[C:18](=[O:23])/[C:17](=[CH:16]/[C:12]3[CH:11]=[C:10]4[C:15](=[CH:14][CH:13]=3)[N:7]([CH2:6][C:5]3[CH:24]=[CH:25][C:2]([Cl:1])=[CH:3][C:4]=3[C:26]([F:27])([F:29])[F:28])[N:8]=[CH:9]4)/[S:21][C:20]2=[O:22])=[CH:33][CH:34]=1)=[O:38]. Given the reactants [Cl:1][C:2]1[CH:25]=[CH:24][C:5]([CH2:6][N:7]2[C:15]3[C:10](=[CH:11][C:12](/[CH:16]=[C:17]4/[C:18](=[O:23])[NH:19][C:20](=[O:22])[S:21]/4)=[CH:13][CH:14]=3)[CH:9]=[N:8]2)=[C:4]([C:26]([F:29])([F:28])[F:27])[CH:3]=1.Cl[CH2:31][C:32]1[O:36][C:35]([C:37]([O:39][CH3:40])=[O:38])=[CH:34][CH:33]=1, predict the reaction product. (4) Given the reactants C[O:2][CH2:3][C:4]1[N:9]=[CH:8][N:7]=[C:6]([NH:10]C(=O)OC(C)(C)C)[CH:5]=1.B(Br)(Br)Br, predict the reaction product. The product is: [NH2:10][C:6]1[N:7]=[CH:8][N:9]=[C:4]([CH2:3][OH:2])[CH:5]=1. (5) Given the reactants [CH:1]([C:4]1[N:5]=[C:6](/[CH:9]=[CH:10]/[C:11]2[CH:16]=[CH:15][N:14]=[C:13]([NH2:17])[CH:12]=2)[S:7][CH:8]=1)([CH3:3])[CH3:2].[C:18](OC1C=CC(Cl)=C(Cl)C=1Cl)(=O)[CH2:19][C:20]([O-])=O.P(Cl)(Cl)(Cl)=[O:35].[C:39](=[O:42])([O-])O.[Na+].[C:44]([O:48][C:49]([CH:51]=P(C1C=CC=CC=1)(C1C=CC=CC=1)C1C=CC=CC=1)=[O:50])([CH3:47])([CH3:46])[CH3:45].[C:71]1([CH3:81])[CH:76]=[CH:75][C:74]([S:77](Cl)(=[O:79])=[O:78])=[CH:73][CH:72]=1, predict the reaction product. The product is: [CH:1]([C:4]1[N:5]=[C:6](/[CH:9]=[CH:10]/[C:11]2[CH:16]=[CH:15][N:14]3[C:39](=[O:42])[C:19](/[CH:20]=[CH:51]/[C:49]([O:48][C:44]([CH3:45])([CH3:46])[CH3:47])=[O:50])=[C:18]([O:78][S:77]([C:74]4[CH:75]=[CH:76][C:71]([CH3:81])=[CH:72][CH:73]=4)(=[O:35])=[O:79])[N:17]=[C:13]3[CH:12]=2)[S:7][CH:8]=1)([CH3:3])[CH3:2].